From a dataset of NCI-60 drug combinations with 297,098 pairs across 59 cell lines. Regression. Given two drug SMILES strings and cell line genomic features, predict the synergy score measuring deviation from expected non-interaction effect. (1) Drug 1: CC1OCC2C(O1)C(C(C(O2)OC3C4COC(=O)C4C(C5=CC6=C(C=C35)OCO6)C7=CC(=C(C(=C7)OC)O)OC)O)O. Drug 2: CCN(CC)CCCC(C)NC1=C2C=C(C=CC2=NC3=C1C=CC(=C3)Cl)OC. Cell line: IGROV1. Synergy scores: CSS=28.6, Synergy_ZIP=-1.16, Synergy_Bliss=3.53, Synergy_Loewe=-6.18, Synergy_HSA=2.64. (2) Drug 1: CCC(=C(C1=CC=CC=C1)C2=CC=C(C=C2)OCCN(C)C)C3=CC=CC=C3.C(C(=O)O)C(CC(=O)O)(C(=O)O)O. Drug 2: C1CNP(=O)(OC1)N(CCCl)CCCl. Cell line: OVCAR-5. Synergy scores: CSS=-2.12, Synergy_ZIP=0.0603, Synergy_Bliss=-1.65, Synergy_Loewe=-3.73, Synergy_HSA=-3.70. (3) Drug 1: C1=CN(C(=O)N=C1N)C2C(C(C(O2)CO)O)O.Cl. Drug 2: CC1=C(C=C(C=C1)C(=O)NC2=CC(=CC(=C2)C(F)(F)F)N3C=C(N=C3)C)NC4=NC=CC(=N4)C5=CN=CC=C5. Cell line: 786-0. Synergy scores: CSS=45.8, Synergy_ZIP=0.901, Synergy_Bliss=7.21, Synergy_Loewe=9.00, Synergy_HSA=10.4. (4) Drug 1: C1=CC(=CC=C1CCC2=CNC3=C2C(=O)NC(=N3)N)C(=O)NC(CCC(=O)O)C(=O)O. Drug 2: C1=CC=C(C(=C1)C(C2=CC=C(C=C2)Cl)C(Cl)Cl)Cl. Cell line: UACC-257. Synergy scores: CSS=0.626, Synergy_ZIP=-3.56, Synergy_Bliss=-3.69, Synergy_Loewe=-9.49, Synergy_HSA=-2.22.